From a dataset of Reaction yield outcomes from USPTO patents with 853,638 reactions. Predict the reaction yield, written as a fraction of the theoretical maximum amount of product (1.0 means a 100% yield; for example, 0.34 means a 34% yield). (1) The reactants are C([O:3][C:4]([C:6]1[N:7]=[C:8]([CH2:11][O:12][C:13]2[CH:18]=[CH:17][C:16]([C:19]3[CH:24]=[C:23]([F:25])[C:22]([F:26])=[CH:21][C:20]=3[O:27][CH3:28])=[CH:15][CH:14]=2)[S:9][CH:10]=1)=O)C.[BH4-].[Li+].O. The catalyst is O1CCCC1. The product is [F:26][C:22]1[C:23]([F:25])=[CH:24][C:19]([C:16]2[CH:15]=[CH:14][C:13]([O:12][CH2:11][C:8]3[S:9][CH:10]=[C:6]([CH2:4][OH:3])[N:7]=3)=[CH:18][CH:17]=2)=[C:20]([O:27][CH3:28])[CH:21]=1. The yield is 0.875. (2) The reactants are [Cl-].O[NH3+:3].[C:4](=[O:7])([O-])[OH:5].[Na+].CS(C)=O.[CH2:13]([C:17]1[N:18]=[C:19]([CH3:48])[N:20]([CH2:39][C:40]2[CH:41]=[N:42][C:43]([CH2:46][CH3:47])=[CH:44][CH:45]=2)[C:21](=[O:38])[C:22]=1[CH2:23][C:24]1[CH:29]=[CH:28][C:27]([C:30]2[C:31]([C:36]#[N:37])=[CH:32][CH:33]=[CH:34][CH:35]=2)=[CH:26][CH:25]=1)[CH2:14][CH2:15][CH3:16]. The catalyst is C(OCC)(=O)C. The product is [CH2:13]([C:17]1[N:18]=[C:19]([CH3:48])[N:20]([CH2:39][C:40]2[CH:41]=[N:42][C:43]([CH2:46][CH3:47])=[CH:44][CH:45]=2)[C:21](=[O:38])[C:22]=1[CH2:23][C:24]1[CH:25]=[CH:26][C:27]([C:30]2[CH:35]=[CH:34][CH:33]=[CH:32][C:31]=2[C:36]2[NH:3][C:4](=[O:7])[O:5][N:37]=2)=[CH:28][CH:29]=1)[CH2:14][CH2:15][CH3:16]. The yield is 0.360. (3) The reactants are [N+]([N-:3][CH2:4][C@H:5]1[CH2:9][CH2:8][C:7](=[O:10])[N:6]1[CH3:11])#N. The catalyst is CO.[Pd]. The product is [NH2:3][CH2:4][C@@H:5]1[N:6]([CH3:11])[C:7](=[O:10])[CH2:8][CH2:9]1. The yield is 0.640. (4) The reactants are [NH2:1][C:2]1[N:7]=[C:6]([CH3:8])[N:5]=[C:4]([C:9]2[N:13]3[N:14]=[CH:15][CH:16]=[CH:17][C:12]3=[N:11][C:10]=2[NH:18][C:19]2[CH:23]=[CH:22][NH:21][N:20]=2)[CH:3]=1.[C:24](Cl)(=[O:32])[O:25][C:26]1[CH:31]=[CH:30][CH:29]=[CH:28][CH:27]=1.CCN(C(C)C)C(C)C.N1C=CC=N1. The catalyst is C1COCC1. The product is [NH2:1][C:2]1[N:7]=[C:6]([CH3:8])[N:5]=[C:4]([C:9]2[N:13]3[N:14]=[CH:15][CH:16]=[CH:17][C:12]3=[N:11][C:10]=2[NH:18][C:19]2[CH:23]=[CH:22][N:21]([C:24]([O:25][C:26]3[CH:31]=[CH:30][CH:29]=[CH:28][CH:27]=3)=[O:32])[N:20]=2)[CH:3]=1. The yield is 1.00. (5) The reactants are [OH:1][C:2]1[C:11]([CH3:12])=[C:10]([OH:13])[CH:9]=[CH:8][C:3]=1[C:4]([O:6][CH3:7])=[O:5].C(=O)([O-])[O-].[K+].[K+].[CH3:20][O:21][CH2:22]Cl. The catalyst is CC(C)=O. The product is [OH:1][C:2]1[C:11]([CH3:12])=[C:10]([O:13][CH2:20][O:21][CH3:22])[CH:9]=[CH:8][C:3]=1[C:4]([O:6][CH3:7])=[O:5]. The yield is 0.650.